Dataset: Full USPTO retrosynthesis dataset with 1.9M reactions from patents (1976-2016). Task: Predict the reactants needed to synthesize the given product. (1) Given the product [CH2:8]([O:10][C:11](=[O:16])[CH:12]([CH3:15])[CH2:13][NH:14][C:18]1[CH:23]=[CH:22][CH:21]=[CH:20][CH:19]=1)[CH3:9], predict the reactants needed to synthesize it. The reactants are: FC(F)(F)C(O)=O.[CH2:8]([O:10][C:11](=[O:16])[CH:12]([CH3:15])[CH2:13][NH2:14])[CH3:9].I[C:18]1[CH:23]=[CH:22][CH:21]=[CH:20][CH:19]=1.N1CCC[C@H]1C(O)=O.C(=O)([O-])[O-].[Cs+].[Cs+]. (2) Given the product [CH:11]1([C:9]2[S:8][C:4]3[N:5]=[CH:6][N:7]=[C:2]([NH:15][C:16]4[C:25]([O:26][CH3:27])=[CH:24][C:19]5[NH:20][C:21](=[O:23])[S:22][C:18]=5[CH:17]=4)[C:3]=3[N:10]=2)[CH2:14][CH2:13][CH2:12]1, predict the reactants needed to synthesize it. The reactants are: Cl[C:2]1[C:3]2[N:10]=[C:9]([CH:11]3[CH2:14][CH2:13][CH2:12]3)[S:8][C:4]=2[N:5]=[CH:6][N:7]=1.[NH2:15][C:16]1[C:25]([O:26][CH3:27])=[CH:24][C:19]2[NH:20][C:21](=[O:23])[S:22][C:18]=2[CH:17]=1. (3) The reactants are: [NH:1]1[CH2:5][CH2:4][CH2:3][CH2:2]1.[CH3:6][O:7][CH2:8][CH2:9][N:10]1[C:18]2[CH:17]=[CH:16][CH:15]=[C:14]([C:19]([OH:21])=O)[C:13]=2[CH:12]=[CH:11]1. Given the product [CH3:6][O:7][CH2:8][CH2:9][N:10]1[C:18]2[C:13](=[C:14]([C:19]([N:1]3[CH2:5][CH2:4][CH2:3][CH2:2]3)=[O:21])[CH:15]=[CH:16][CH:17]=2)[CH:12]=[CH:11]1, predict the reactants needed to synthesize it. (4) Given the product [CH2:1]([O:8][C:9]([NH:11][C@H:12]1[CH2:21][CH2:20][C:19]2[C:14](=[CH:15][C:16]([CH:22]=[CH:23][C:24]([OH:26])=[O:25])=[CH:17][CH:18]=2)[CH2:13]1)=[O:10])[C:2]1[CH:7]=[CH:6][CH:5]=[CH:4][CH:3]=1, predict the reactants needed to synthesize it. The reactants are: [CH2:1]([O:8][C:9]([NH:11][C@H:12]1[CH2:21][CH2:20][C:19]2[C:14](=[CH:15][C:16]([CH:22]=[CH:23][C:24]([O:26]CC)=[O:25])=[CH:17][CH:18]=2)[CH2:13]1)=[O:10])[C:2]1[CH:7]=[CH:6][CH:5]=[CH:4][CH:3]=1.[OH-].[Na+].